This data is from Catalyst prediction with 721,799 reactions and 888 catalyst types from USPTO. The task is: Predict which catalyst facilitates the given reaction. (1) Reactant: [NH2:1][C:2]1[S:3][C:4]2[N:5]=[C:6]([N:11]([CH3:32])[C:12]3[CH:13]=[C:14]([NH:18][C:19](=[O:31])[C:20]4[CH:25]=[CH:24][CH:23]=[C:22]([C:26]([C:29]#[N:30])([CH3:28])[CH3:27])[CH:21]=4)[CH:15]=[CH:16][CH:17]=3)[N:7]=[CH:8][C:9]=2[N:10]=1.Cl[CH2:34][C:35](Cl)=[O:36].C(=O)([O-])O.[Na+].C(N(CC)CC)C.Cl.[F:51][C:52]1([F:58])[CH2:57][CH2:56][NH:55][CH2:54][CH2:53]1. Product: [C:29]([C:26]([C:22]1[CH:21]=[C:20]([CH:25]=[CH:24][CH:23]=1)[C:19]([NH:18][C:14]1[CH:15]=[CH:16][CH:17]=[C:12]([N:11]([C:6]2[N:7]=[CH:8][C:9]3[N:10]=[C:2]([NH:1][C:35](=[O:36])[CH2:34][N:55]4[CH2:56][CH2:57][C:52]([F:58])([F:51])[CH2:53][CH2:54]4)[S:3][C:4]=3[N:5]=2)[CH3:32])[CH:13]=1)=[O:31])([CH3:27])[CH3:28])#[N:30]. The catalyst class is: 80. (2) Reactant: C([N:8]1[CH2:13][CH2:12][C:11]([N:15]2[CH2:20][CH2:19][N:18]([CH3:21])[CH2:17][CH2:16]2)([CH3:14])[CH2:10][CH2:9]1)C1C=CC=CC=1.[H][H]. Product: [CH3:21][N:18]1[CH2:19][CH2:20][N:15]([C:11]2([CH3:14])[CH2:12][CH2:13][NH:8][CH2:9][CH2:10]2)[CH2:16][CH2:17]1. The catalyst class is: 19.